This data is from Reaction yield outcomes from USPTO patents with 853,638 reactions. The task is: Predict the reaction yield, written as a fraction of the theoretical maximum amount of product (1.0 means a 100% yield; for example, 0.34 means a 34% yield). (1) The reactants are [Cl:1][C:2]1[CH:3]=[C:4]([NH:9][C:10]([N:12]2[CH2:17][CH2:16][N:15]([C:18]([CH:20]3[CH2:24][CH2:23][N:22](C(OC(C)(C)C)=O)[CH2:21]3)=O)[CH2:14][CH2:13]2)=[O:11])[CH:5]=[CH:6][C:7]=1[Cl:8].B.Cl. The catalyst is C1COCC1.CO. The product is [Cl:1][C:2]1[CH:3]=[C:4]([NH:9][C:10]([N:12]2[CH2:17][CH2:16][N:15]([CH2:18][CH:20]3[CH2:24][CH2:23][NH:22][CH2:21]3)[CH2:14][CH2:13]2)=[O:11])[CH:5]=[CH:6][C:7]=1[Cl:8]. The yield is 0.170. (2) The reactants are FC(F)(F)C(O)=O.C(OC([N:15]1[CH2:18][CH:17]([CH2:19][N:20]([CH3:25])[CH:21]2[CH2:24][O:23][CH2:22]2)[CH2:16]1)=O)(C)(C)C. The catalyst is ClCCl. The product is [NH:15]1[CH2:16][CH:17]([CH2:19][N:20]([CH3:25])[CH:21]2[CH2:22][O:23][CH2:24]2)[CH2:18]1. The yield is 0.900. (3) The reactants are N[C:2]1[CH:3]=[C:4]2[C:8](=[CH:9][CH:10]=1)[NH:7][N:6]=[CH:5]2.Cl.N([O-])=O.[Na+].C(=O)([O-])[O-].[Na+].[Na+].[Cu][C:23]#[N:24].[C-]#N.[Na+]. The catalyst is O.C(OCC)(=O)C. The product is [NH:7]1[C:8]2[C:4](=[CH:3][C:2]([C:23]#[N:24])=[CH:10][CH:9]=2)[CH:5]=[N:6]1. The yield is 0.910. (4) The reactants are [CH2:1]([O:3][CH:4]([O:14][CH2:15][CH3:16])[CH2:5][NH:6][CH2:7][C:8]1[CH:13]=[CH:12][CH:11]=[CH:10][N:9]=1)[CH3:2].[CH:17]1[C:29]2[CH:28]([CH2:30][O:31][C:32]([NH:34][C@@H:35]([CH2:39][C:40]3[CH:45]=[CH:44][C:43]([O:46][C:47]([CH3:50])([CH3:49])[CH3:48])=[CH:42][CH:41]=3)[C:36](O)=[O:37])=[O:33])[C:27]3[C:22](=[CH:23][CH:24]=[CH:25][CH:26]=3)[C:21]=2[CH:20]=[CH:19][CH:18]=1. No catalyst specified. The product is [C:47]([O:46][C:43]1[CH:42]=[CH:41][C:40]([CH2:39][C@H:35]([NH:34][C:32](=[O:33])[O:31][CH2:30][CH:28]2[C:29]3[CH:17]=[CH:18][CH:19]=[CH:20][C:21]=3[C:22]3[C:27]2=[CH:26][CH:25]=[CH:24][CH:23]=3)[C:36]([N:6]([CH2:5][CH:4]([O:3][CH2:1][CH3:2])[O:14][CH2:15][CH3:16])[CH2:7][C:8]2[CH:13]=[CH:12][CH:11]=[CH:10][N:9]=2)=[O:37])=[CH:45][CH:44]=1)([CH3:50])([CH3:48])[CH3:49]. The yield is 0.900. (5) The reactants are [OH:1][CH:2]1[CH2:5][N:4]([C:6]2[S:7][CH:8]=[C:9]([C:11](=[O:19])[NH:12][C@H:13]([CH2:17][OH:18])[CH:14]([CH3:16])[CH3:15])[N:10]=2)[CH2:3]1.[Si:20](Cl)([C:23]([CH3:26])([CH3:25])[CH3:24])([CH3:22])[CH3:21].N1C=CN=C1. The catalyst is CN(C)C=O. The product is [Si:20]([O:18][CH2:17][C@@H:13]([NH:12][C:11]([C:9]1[N:10]=[C:6]([N:4]2[CH2:5][CH:2]([OH:1])[CH2:3]2)[S:7][CH:8]=1)=[O:19])[CH:14]([CH3:16])[CH3:15])([C:23]([CH3:26])([CH3:25])[CH3:24])([CH3:22])[CH3:21]. The yield is 0.670. (6) The reactants are [NH2:1][C:2]1[C:7]2=[N:8][C:9]([C:21]([O:23][CH3:24])=[O:22])=[C:10]([O:13][CH2:14][C:15]3[CH:20]=[CH:19][CH:18]=[CH:17][CH:16]=3)[C:11](=[O:12])[N:6]2[CH:5]=[C:4]([N:25]2[CH2:30][CH2:29][O:28][CH2:27][CH2:26]2)[CH:3]=1.[C:31](Cl)([CH3:33])=[O:32].O. The catalyst is C(Cl)Cl. The product is [C:31]([NH:1][C:2]1[C:7]2=[N:8][C:9]([C:21]([O:23][CH3:24])=[O:22])=[C:10]([O:13][CH2:14][C:15]3[CH:20]=[CH:19][CH:18]=[CH:17][CH:16]=3)[C:11](=[O:12])[N:6]2[CH:5]=[C:4]([N:25]2[CH2:30][CH2:29][O:28][CH2:27][CH2:26]2)[CH:3]=1)(=[O:32])[CH3:33]. The yield is 0.640. (7) The reactants are [C:1]([C@H:5]1[CH2:10][CH2:9][C@H:8]([O:11][C:12]2[CH:17]=[CH:16][C:15]([C:18]3[CH:23]=[CH:22][C:21]([CH:24]=O)=[CH:20][CH:19]=3)=[CH:14][CH:13]=2)[CH2:7][CH2:6]1)([CH3:4])([CH3:3])[CH3:2].[NH:26]1[CH2:31][CH2:30][CH:29]([C:32]([O:34][CH2:35][CH3:36])=[O:33])[CH2:28][CH2:27]1.[BH-](OC(C)=O)(OC(C)=O)OC(C)=O.[Na+].CC(O)=O. The catalyst is ClCCCl.O. The product is [C:1]([C@H:5]1[CH2:6][CH2:7][C@H:8]([O:11][C:12]2[CH:13]=[CH:14][C:15]([C:18]3[CH:23]=[CH:22][C:21]([CH2:24][N:26]4[CH2:31][CH2:30][CH:29]([C:32]([O:34][CH2:35][CH3:36])=[O:33])[CH2:28][CH2:27]4)=[CH:20][CH:19]=3)=[CH:16][CH:17]=2)[CH2:9][CH2:10]1)([CH3:4])([CH3:3])[CH3:2]. The yield is 0.520.